This data is from Full USPTO retrosynthesis dataset with 1.9M reactions from patents (1976-2016). The task is: Predict the reactants needed to synthesize the given product. (1) The reactants are: [CH3:1][C:2]1[CH:10]=[C:9]2[C:5]([C:6]([C:11]3[N:12]=[C:13]4[C:19]([C:20]([OH:22])=O)=[CH:18][NH:17][C:14]4=[N:15][CH:16]=3)=[N:7][NH:8]2)=[CH:4][CH:3]=1.CCN=C=NCCCN(C)C.CCN(C(C)C)C(C)C.Cl.[CH:44]1([C:47]([NH2:50])([CH3:49])[CH3:48])[CH2:46][CH2:45]1. Given the product [CH:44]1([C:47]([NH:50][C:20]([C:19]2[C:13]3[C:14](=[N:15][CH:16]=[C:11]([C:6]4[C:5]5[C:9](=[CH:10][C:2]([CH3:1])=[CH:3][CH:4]=5)[NH:8][N:7]=4)[N:12]=3)[NH:17][CH:18]=2)=[O:22])([CH3:49])[CH3:48])[CH2:46][CH2:45]1, predict the reactants needed to synthesize it. (2) Given the product [CH3:10][O:11][CH2:12][C:13]([O-:15])=[O:14].[Pb+2:5].[CH3:10][O:11][CH2:12][C:13]([O-:15])=[O:14], predict the reactants needed to synthesize it. The reactants are: C([O-])(=O)C.[Pb+2:5].C([O-])(=O)C.[CH3:10][O:11][CH2:12][C:13]([OH:15])=[O:14]. (3) Given the product [Cl:72][C:73]1[CH:78]=[CH:77][C:76]([CH2:79][NH:80][C:15](=[O:17])[CH2:14][C@@H:13]2[CH2:22][CH:23]=[CH:24][CH2:3][CH2:2][C:1](=[O:6])[O:7][CH2:8][CH2:9][NH:10][C:11]2=[O:12])=[CH:75][CH:74]=1, predict the reactants needed to synthesize it. The reactants are: [C:1]([O:7][CH2:8][CH2:9][NH:10][C:11]([C@@H:13]([CH2:22][CH:23]=[CH2:24])[CH2:14][C:15]([O:17]C(C)(C)C)=O)=[O:12])(=[O:6])[CH2:2][CH2:3]C=C.O=C1[C@H](CC(OC(C)(C)C)=O)CC=CCCC(=O)OCCN1.FC(F)(F)C(O)=O.O=C1[C@H](CC(O)=O)CC=CCCC(=O)OCCN1.[Cl:72][C:73]1[CH:78]=[CH:77][C:76]([CH2:79][NH2:80])=[CH:75][CH:74]=1. (4) Given the product [CH2:36]([O:35][C:29](=[O:34])[CH2:30][C:9](=[O:11])[C:8]1[CH:12]=[CH:13][CH:14]=[C:6]([N:4]2[CH:5]=[N:1][N:2]=[CH:3]2)[CH:7]=1)[CH3:37], predict the reactants needed to synthesize it. The reactants are: [N:1]1[N:2]=[CH:3][N:4]([C:6]2[CH:7]=[C:8]([CH:12]=[CH:13][CH:14]=2)[C:9]([OH:11])=O)[CH:5]=1.ClC(OCC)=O.CCN(CC)CC.[K+].[C:29]([O:35][CH2:36][CH3:37])(=[O:34])[CH2:30]C([O-])=O.[Mg+2].[Cl-].[Cl-]. (5) Given the product [N:1]1[CH:6]=[CH:5][CH:4]=[C:3]([CH2:7][CH2:8][CH2:9][SH:13])[CH:2]=1, predict the reactants needed to synthesize it. The reactants are: [N:1]1[CH:6]=[CH:5][CH:4]=[C:3]([CH2:7][CH2:8][CH2:9]Cl)[CH:2]=1.NC(N)=[S:13].[OH-].[Na+]. (6) Given the product [Br:1][C:2]1[CH:3]=[CH:4][C:5]([F:10])=[C:6]([CH:7]=[CH:12][O:13][CH3:14])[CH:9]=1, predict the reactants needed to synthesize it. The reactants are: [Br:1][C:2]1[CH:3]=[CH:4][C:5]([F:10])=[C:6]([CH:9]=1)[CH:7]=O.[Cl-].[CH3:12][O:13][CH2:14][P+](C1C=CC=CC=1)(C1C=CC=CC=1)C1C=CC=CC=1.CCN(P1(N(C)CCCN1)=NC(C)(C)C)CC. (7) Given the product [NH2:1][C:2]1[N:7]=[C:6]([C:19]#[N:20])[N:5]=[C:4]([NH:9][C:10]2[CH:15]=[CH:14][CH:13]=[C:12]([F:16])[C:11]=2[F:17])[N:3]=1, predict the reactants needed to synthesize it. The reactants are: [NH2:1][C:2]1[N:7]=[C:6](Cl)[N:5]=[C:4]([NH:9][C:10]2[CH:15]=[CH:14][CH:13]=[C:12]([F:16])[C:11]=2[F:17])[N:3]=1.C1N2CC[N:20](CC2)[CH2:19]1.C(#N)C. (8) Given the product [O:24]=[C:9]1[C:10]2[C:15](=[CH:14][CH:13]=[CH:12][CH:11]=2)[C:4]2([CH2:5][CH2:6][N:1]([C:16]([O:18][C:19]([CH3:22])([CH3:21])[CH3:20])=[O:17])[CH2:2][CH2:3]2)[CH2:7][CH2:8]1, predict the reactants needed to synthesize it. The reactants are: [N:1]1([C:16]([O:18][C:19]([CH3:22])([CH3:21])[CH3:20])=[O:17])[CH2:6][CH2:5][C:4]2([C:15]3[C:10](=[CH:11][CH:12]=[CH:13][CH:14]=3)[CH2:9][CH2:8][CH2:7]2)[CH2:3][CH2:2]1.[Mn]([O-])(=O)(=O)=[O:24].[K+]. (9) Given the product [Br:1][C:2]1[CH:3]=[C:4]2[C:12](=[CH:13][CH:14]=1)[N:11]([C:15]1[CH:20]=[CH:19][CH:18]=[CH:17][C:16]=1[NH2:21])[C:10]1[C:9]([F:24])=[CH:8][CH:7]=[CH:6][C:5]2=1, predict the reactants needed to synthesize it. The reactants are: [Br:1][C:2]1[CH:3]=[C:4]2[C:12](=[CH:13][CH:14]=1)[N:11]([C:15]1[CH:20]=[CH:19][CH:18]=[CH:17][C:16]=1[N+:21]([O-])=O)[C:10]1[C:9]([F:24])=[CH:8][CH:7]=[CH:6][C:5]2=1.[OH-].[Na+].